From a dataset of Forward reaction prediction with 1.9M reactions from USPTO patents (1976-2016). Predict the product of the given reaction. (1) Given the reactants I[C:2]1[S:6][C:5]([C:7]2[CH:8]=[C:9]3[C:13](=[CH:14][CH:15]=2)[C:12](=[O:16])[N:11]([CH3:17])[CH2:10]3)=[CH:4][CH:3]=1.CC1(C)C(C)(C)OB([C:26]2[CH:27]=[CH:28][C:29]([NH2:32])=[N:30][CH:31]=2)O1, predict the reaction product. The product is: [NH2:32][C:29]1[N:30]=[CH:31][C:26]([C:2]2[S:6][C:5]([C:7]3[CH:8]=[C:9]4[C:13](=[CH:14][CH:15]=3)[C:12](=[O:16])[N:11]([CH3:17])[CH2:10]4)=[CH:4][CH:3]=2)=[CH:27][CH:28]=1. (2) Given the reactants [F:1][C:2]1[CH:14]=[CH:13][C:12]2[C:11]3[C:6](=[CH:7][CH:8]=[C:9]([F:15])[CH:10]=3)[NH:5][C:4]=2[CH:3]=1.[OH-].[K+].[CH2:18]([CH:20]1[O:22][CH2:21]1)Br, predict the reaction product. The product is: [F:1][C:2]1[CH:14]=[CH:13][C:12]2[C:11]3[C:6](=[CH:7][CH:8]=[C:9]([F:15])[CH:10]=3)[N:5]([CH2:18][CH:20]3[CH2:21][O:22]3)[C:4]=2[CH:3]=1. (3) Given the reactants C(N(CC)CC)C.[CH:8]1([CH2:11][C:12]([OH:14])=O)[CH2:10][CH2:9]1.S(Cl)(Cl)=O.C[C:20]1([CH3:28])[O:25][C:24](=O)[CH2:23][C:22](=O)[O:21]1.C(O)=O.[CH2:32](O)[C:33]1C=CC=[CH:35][CH:34]=1.C(=O)([O-])O.[Na+], predict the reaction product. The product is: [CH:8]1([CH2:11][C:12](=[O:14])[CH2:28][C:20]([O:21][CH2:22][C:23]2[CH:24]=[CH:35][CH:34]=[CH:33][CH:32]=2)=[O:25])[CH2:9][CH2:10]1. (4) Given the reactants [CH3:1][C:2]([CH3:21])([CH3:20])[CH2:3][N:4]([CH2:17][CH:18]=[O:19])[C:5]1[CH:12]=[CH:11][C:8]([C:9]#[N:10])=[C:7]([C:13]([F:16])([F:15])[F:14])[CH:6]=1.[BH4-].[Na+].[NH4+].[Cl-], predict the reaction product. The product is: [CH3:1][C:2]([CH3:21])([CH3:20])[CH2:3][N:4]([CH2:17][CH2:18][OH:19])[C:5]1[CH:12]=[CH:11][C:8]([C:9]#[N:10])=[C:7]([C:13]([F:14])([F:15])[F:16])[CH:6]=1. (5) Given the reactants [OH-].[K+].COC([C:7]1([C:20]2[C:29]3[C:24](=[CH:25][C:26](Cl)=[CH:27][CH:28]=3)[N:23]=[CH:22][N:21]=2)[CH2:12][CH2:11][N:10](C(OC(C)(C)C)=O)[CH2:9][CH2:8]1)=O.[OH:31][CH2:32][CH2:33][CH2:34][N:35]1[CH2:40][CH2:39][CH2:38][CH2:37][CH2:36]1, predict the reaction product. The product is: [NH:10]1[CH2:9][CH2:8][CH:7]([C:20]2[C:29]3[C:24](=[CH:25][C:26]([O:31][CH2:32][CH2:33][CH2:34][N:35]4[CH2:40][CH2:39][CH2:38][CH2:37][CH2:36]4)=[CH:27][CH:28]=3)[N:23]=[CH:22][N:21]=2)[CH2:12][CH2:11]1. (6) Given the reactants [F:1][C:2]1[CH:35]=[CH:34][C:5]([C:6]([NH:8][C:9]2[C:10]([CH3:33])=[C:11]([C:15]3[C:27]4[C:26]5[C:21](=[CH:22][C:23]([CH2:28][OH:29])=[CH:24][CH:25]=5)[NH:20][C:19]=4[C:18]([C:30]([NH2:32])=[O:31])=[CH:17][CH:16]=3)[CH:12]=[CH:13][CH:14]=2)=[O:7])=[CH:4][CH:3]=1.CC(OI1(OC(C)=O)(OC(C)=O)OC(=O)C2C1=CC=CC=2)=O, predict the reaction product. The product is: [F:1][C:2]1[CH:3]=[CH:4][C:5]([C:6]([NH:8][C:9]2[C:10]([CH3:33])=[C:11]([C:15]3[C:27]4[C:26]5[C:21](=[CH:22][C:23]([CH:28]=[O:29])=[CH:24][CH:25]=5)[NH:20][C:19]=4[C:18]([C:30]([NH2:32])=[O:31])=[CH:17][CH:16]=3)[CH:12]=[CH:13][CH:14]=2)=[O:7])=[CH:34][CH:35]=1. (7) Given the reactants [F:1][C:2]1[N:7]=[C:6]([NH:8][S:9]([C:12]2[C:30]([CH3:31])=[CH:29][C:15]3[N:16]([C@@H:20]([C:22]4[CH:27]=[CH:26][CH:25]=[CH:24][C:23]=4I)[CH3:21])[C:17](=[O:19])[O:18][C:14]=3[CH:13]=2)(=[O:11])=[O:10])[CH:5]=[CH:4][CH:3]=1.CC1(C)C(C)(C)OB([C:40]2[CH2:45][CH2:44][N:43]([C:46]([O:48][C:49]([CH3:52])([CH3:51])[CH3:50])=[O:47])[CH2:42][CH:41]=2)O1.C(=O)([O-])[O-].[Cs+].[Cs+], predict the reaction product. The product is: [F:1][C:2]1[N:7]=[C:6]([NH:8][S:9]([C:12]2[C:30]([CH3:31])=[CH:29][C:15]3[N:16]([C@@H:20]([C:22]4[CH:27]=[CH:26][CH:25]=[CH:24][C:23]=4[C:40]4[CH2:45][CH2:44][N:43]([C:46]([O:48][C:49]([CH3:52])([CH3:51])[CH3:50])=[O:47])[CH2:42][CH:41]=4)[CH3:21])[C:17](=[O:19])[O:18][C:14]=3[CH:13]=2)(=[O:11])=[O:10])[CH:5]=[CH:4][CH:3]=1. (8) Given the reactants [F:1][C:2]1[CH:10]=[C:9]2[C:5]([CH:6]=[CH:7][NH:8]2)=[CH:4][CH:3]=1.[F:11][C:12]([F:23])([F:22])[C:13](O[C:13](=[O:14])[C:12]([F:23])([F:22])[F:11])=[O:14], predict the reaction product. The product is: [F:11][C:12]([F:23])([F:22])[C:13]([C:6]1[C:5]2[C:9](=[CH:10][C:2]([F:1])=[CH:3][CH:4]=2)[NH:8][CH:7]=1)=[O:14]. (9) Given the reactants [NH2:1][CH2:2][CH2:3][O:4][C:5]1[CH:29]=[CH:28][C:8]([CH2:9][N:10]2[C:18]3[C:13](=[CH:14][C:15]([OH:19])=[CH:16][CH:17]=3)[C:12]([CH3:20])=[C:11]2[C:21]2[CH:26]=[CH:25][C:24]([OH:27])=[CH:23][CH:22]=2)=[CH:7][CH:6]=1.[C:30]1(=O)[O:37][C:35](=[O:36])[CH2:34][CH2:33][CH2:32][CH2:31]1.CO, predict the reaction product. The product is: [OH:19][C:15]1[CH:14]=[C:13]2[C:18](=[CH:17][CH:16]=1)[N:10]([CH2:9][C:8]1[CH:28]=[CH:29][C:5]([O:4][CH2:3][CH2:2][N:1]3[C:35](=[O:36])[CH2:34][CH2:33][CH2:32][CH2:31][C:30]3=[O:37])=[CH:6][CH:7]=1)[C:11]([C:21]1[CH:22]=[CH:23][C:24]([OH:27])=[CH:25][CH:26]=1)=[C:12]2[CH3:20]. (10) Given the reactants [CH2:1]([O:3][C:4]([N:6]1[C:10]2[S:11][C:12]([C:14](=[O:25])[NH:15][C:16]([CH3:24])([C:18]3[CH:23]=[CH:22][CH:21]=[CH:20][CH:19]=3)[CH3:17])=[CH:13][C:9]=2[C:8]([NH:26][C:27](=[O:37])[C:28]2[CH:33]=[CH:32][CH:31]=[CH:30][C:29]=2[N+:34]([O-])=O)=[N:7]1)=[O:5])[CH3:2], predict the reaction product. The product is: [CH2:1]([O:3][C:4]([N:6]1[C:10]2[S:11][C:12]([C:14](=[O:25])[NH:15][C:16]([CH3:24])([C:18]3[CH:23]=[CH:22][CH:21]=[CH:20][CH:19]=3)[CH3:17])=[CH:13][C:9]=2[C:8]([NH:26][C:27](=[O:37])[C:28]2[CH:33]=[CH:32][CH:31]=[CH:30][C:29]=2[NH2:34])=[N:7]1)=[O:5])[CH3:2].